The task is: Predict which catalyst facilitates the given reaction.. This data is from Catalyst prediction with 721,799 reactions and 888 catalyst types from USPTO. (1) Reactant: [CH:1]1([C:4]2[CH:5]=[N:6][C:7]([NH:14][C:15]3[CH:16]=[CH:17][CH:18]=[C:19]4[C:24]=3[N:23]=[CH:22][CH:21]=[C:20]4[C:25]3[CH:30]=[CH:29][CH:28]=[CH:27][CH:26]=3)=[C:8]([CH:13]=2)[C:9]([O:11]C)=[O:10])[CH2:3][CH2:2]1.[OH-].[Na+]. Product: [CH:1]1([C:4]2[CH:5]=[N:6][C:7]([NH:14][C:15]3[CH:16]=[CH:17][CH:18]=[C:19]4[C:24]=3[N:23]=[CH:22][CH:21]=[C:20]4[C:25]3[CH:30]=[CH:29][CH:28]=[CH:27][CH:26]=3)=[C:8]([CH:13]=2)[C:9]([OH:11])=[O:10])[CH2:2][CH2:3]1. The catalyst class is: 111. (2) Reactant: [CH2:1]([C:5]1[CH:6]=[C:7]([C:11]2[O:15][N:14]=[C:13]([C:16]3[CH:27]=[CH:26][C:19]([O:20][CH2:21][CH:22]([OH:25])[CH2:23]O)=[CH:18][C:17]=3[O:28][CH3:29])[N:12]=2)[S:8][C:9]=1[CH3:10])[CH:2]([CH3:4])[CH3:3].CC[N:32](C(C)C)C(C)C.CS(Cl)(=O)=O.[C:44]([OH:48])(=O)[CH2:45][OH:46].CN(C(ON1N=NC2C=CC=CC1=2)=[N+](C)C)C.[B-](F)(F)(F)F. Product: [OH:46][CH2:45][C:44]([NH:32][CH2:23][CH:22]([OH:25])[CH2:21][O:20][C:19]1[CH:26]=[CH:27][C:16]([C:13]2[N:12]=[C:11]([C:7]3[S:8][C:9]([CH3:10])=[C:5]([CH2:1][CH:2]([CH3:3])[CH3:4])[CH:6]=3)[O:15][N:14]=2)=[C:17]([O:28][CH3:29])[CH:18]=1)=[O:48]. The catalyst class is: 1. (3) Reactant: Cl[C:2]1[C:6]2[C:7]([O:11][CH:12]([F:14])[F:13])=[CH:8][CH:9]=[CH:10][C:5]=2[S:4](=[O:16])(=[O:15])[N:3]=1.[CH:17]([NH2:20])([CH3:19])[CH3:18]. Product: [F:13][CH:12]([F:14])[O:11][C:7]1[C:6]2[C:2]([NH:20][CH:17]([CH3:19])[CH3:18])=[N:3][S:4](=[O:16])(=[O:15])[C:5]=2[CH:10]=[CH:9][CH:8]=1. The catalyst class is: 1.